Dataset: Experimentally validated miRNA-target interactions with 360,000+ pairs, plus equal number of negative samples. Task: Binary Classification. Given a miRNA mature sequence and a target amino acid sequence, predict their likelihood of interaction. (1) The miRNA is mmu-miR-10a-5p with sequence UACCCUGUAGAUCCGAAUUUGUG. Result: 1 (interaction). The protein sequence of the target gene is MESSQGRRRRPGTVVPGEAAETDSELSASSSEEELYLGPSGPTRGRPTGLRVAGEAAETDSEPEPEPTVVPVDLPPLVVQRDPAETWGTEETPAMAPARSLLQLRLAESQTRLDHDVAAAVSGVYRRAGRDVAALAGRLAAAQATGLAAAHSVRLARGDLCALAERLDIVAGCRLLPDIRGVPGMEPEQDPGPRA. (2) The miRNA is hsa-miR-338-5p with sequence AACAAUAUCCUGGUGCUGAGUG. The protein sequence of the target gene is MEDPQPLPQSELPLCDSLIIWLQTFKTASPCQDVKQLTNGVTMAQVLHQIDVAWFSESWLSRIKDDVGDNWRIKASNLKKVLHGITSYYHEFLGQQISEELIPDLNQITECADPVELGRLLQLILGCAVNCEKKQEHIKNIMTLEESVQHVVMTAIQELMSKEIVISPASDTVGELEQQLKRALEELQEAIAEKEELKQRCQELDMQVTTLQDEKNSLVSENEMMNEKLDQLDGSFDDPNTMVAKKYFHVQLQLEQLQEENYRLEAAKDDYRVHCEELEKQLIEFQHRNDELTSLAEETR.... Result: 0 (no interaction). (3) The miRNA is hsa-miR-6716-5p with sequence UGGGAAUGGGGGUAAGGGCC. The protein sequence of the target gene is MSVPQIHVEEVGAEEGAGAAAPPDDHLRSLKALTEKLRLETRRPSYLEWQARLEEHTWPFPRPAAEPQASLEEGERGGQEPLLPLREAGQHPPSARSASQGARPLSTGKLEGFQSIDEAIAWLRKELTEMRLQDQQLARQLMRLRGDINKLKIEHTCRLHRRMLNDATYELEERDELADLFCDSPLASSFSLSTPLKLIGVTKMNINSRRFSLC. Result: 0 (no interaction).